This data is from Drug-target binding data from BindingDB using Ki measurements. The task is: Regression. Given a target protein amino acid sequence and a drug SMILES string, predict the binding affinity score between them. We predict pKi (pKi = -log10(Ki in M); higher means stronger inhibition). Dataset: bindingdb_ki. (1) The compound is CC(=O)N[C@H]1CN[C@H](CO)[C@@H](O)[C@@H]1O[C@H](C)C(=O)N[C@@H](C)C(=O)N[C@H](CCC(=O)O)C(=O)O. The target protein (Q9HZK0) has sequence MQGSLMLDIGGTWLTAEDRQILRHPEVGGLIIFARNIEHPAQVRELCAAIRAIRPDLLLAVDQEGGRVQRLRQGFVRLPAMRAIADNPNAEELAEHCGWLMATEVQAVGLDLSFAPVLDLDHQRSAVVGSRAFEGDPERAALLAGAFIRGMHAAGMAATGKHFPGHGWAEADSHVAIPEDARSLEEIRRSDLVPFARLAGQLDALMPAHVIYPQVDPQPAGFSRRWLQEILRGELKFDGVIFSDDLSMAGAHVVGDAASRIEAALAAGCDMGLVCNDRASAELALAALQRLKVTPPSRLQRMRGKGYANTDYRQQPRWLEALSALRAAQLID. The pKi is 4.5. (2) The target protein (P47211) has sequence MELAVGNLSEGNASWPEPPAPEPGPLFGIGVENFVTLVVFGLIFALGVLGNSLVITVLARSKPGKPRSTTNLFILNLSIADLAYLLFCIPFQATVYALPTWVLGAFICKFIHYFFTVSMLVSIFTLAAMSVDRYVAIVHSRRSSSLRVSRNALLGVGCIWALSIAMASPVAYHQGLFHPRASNQTFCWEQWPDPRHKKAYVVCTFVFGYLLPLLLICFCYAKVLNHLHKKLKNMSKKSEASKKKTAQTVLVVVVVFGISWLPHHIIHLWAEFGVFPLTPASFLFRITAHCLAYSNSSVNPIIYAFLSENFRKAYKQVFKCHIRKDSHLSDTKESKSRIDTPPSTNCTHV. The compound is CCC(C)C(NC(=O)C(C)NC(=O)C(Cc1cnc[nH]1)NC(=O)C1CCCN1C(=O)CNC(=O)C(CC(C)C)NC(=O)C(CC(C)C)NC(=O)C(Cc1ccc(O)cc1)NC(=O)CNC(=O)C(C)NC(=O)C(CO)NC(=O)C(CC(N)=O)NC(=O)C(CC(C)C)NC(=O)C(NC(=O)C(Cc1c[nH]c2ccccc12)NC(=O)CN)C(C)O)C(=O)NC(CC(=O)O)C(=O)NC(CC(N)=O)C(=O)NC(Cc1cnc[nH]1)C(=O)NC(CCCN=C(N)N)C(=O)NC(CO)C(=O)NC(Cc1ccccc1)C(=O)NC(Cc1cnc[nH]1)C(=O)NC(CC(=O)O)C(=O)NC(CCCCN)C(=O)NC(CCc1ccc(O)cc1)C(=O)NCC(=O)NC(CC(C)C)C(N)=O. The pKi is 6.2. (3) The small molecule is CC(=O)c1ccc(O)cc1O. The target protein (Q9HAS3) has sequence MELRSTAAPRAEGYSNVGFQNEENFLENENTSGNNSIRSRAVQSREHTNTKQDEEQVTVEQDSPRNREHMEDDDEEMQQKGCLERRYDTVCGFCRKHKTTLRHIIWGILLAGYLVMVISACVLNFHRALPLFVITVAAIFFVVWDHLMAKYEHRIDEMLSPGRRLLNSHWFWLKWVIWSSLVLAVIFWLAFDTAKLGQQQLVSFGGLIMYIVLLFLFSKYPTRVYWRPVLWGIGLQFLLGLLILRTDPGFIAFDWLGRQVQTFLEYTDAGASFVFGEKYKDHFFAFKVLPIVVFFSTVMSMLYYLGLMQWIIRKVGWIMLVTTGSSPIESVVASGNIFVGQTESPLLVRPYLPYITKSELHAIMTAGFSTIAGSVLGAYISFGVPSSHLLTASVMSAPASLAAAKLFWPETEKPKITLKNAMKMESGDSGNLLEAATQGASSSISLVANIAVNLIAFLALLSFMNSALSWFGNMFDYPQLSFELICSYIFMPFSFMMGVE.... The pKi is 4.0. (4) The drug is [N-]=C=O. The target protein sequence is MMAYKVLHFVVISLGLVTLVASRCDFNYYNQRAWLSCPGSQCGGNRQSPINIDTEKTKANNSLIALRFNDYDDPVDGDFENLGTTVEFVPETKDATLTNHLGTYDLLQFHFHWGRDSSEGSEHRIDDEQYSAEIHFVHLKQGASPSDTAGDTFSVVAVLCEAADIPIRGVWAKLSPVPTGHEDSHSVSDLVYTDLLPRNRDYYHYEGSLTTPLCDETVQWFVLKNTIKIPKAFLTMLRRVESDEDGTLLTFNFRNLQRLNGRQVFEFPPDVDNGEDKKRKRRNNRHGRDHHG. The pKi is 3.6.